From a dataset of Full USPTO retrosynthesis dataset with 1.9M reactions from patents (1976-2016). Predict the reactants needed to synthesize the given product. (1) Given the product [NH2:26][N:16]1[CH:15]=[CH:14][N:13]=[C:12]1[C:10]([NH:9][C:4]1[CH:5]=[CH:6][CH:7]=[CH:8][C:3]=1[CH3:17])=[O:11], predict the reactants needed to synthesize it. The reactants are: [H-].[Na+].[C:3]1([CH3:17])[CH:8]=[CH:7][CH:6]=[CH:5][C:4]=1[NH:9][C:10]([C:12]1[NH:13][CH:14]=[CH:15][N:16]=1)=[O:11].S([O-])([O-])(=O)=S.[Na+].[Na+].C[N:26](C=O)C. (2) Given the product [CH2:1]([O:5][C:6]1[CH:11]=[CH:10][C:9]([C:12]2[N:17]=[C:16]([CH2:18][NH:21][C@H:22]([CH:23]([CH3:25])[CH3:24])[CH2:26][OH:27])[CH:15]=[CH:14][CH:13]=2)=[CH:8][C:7]=1[Cl:20])[CH2:2][CH2:3][CH3:4], predict the reactants needed to synthesize it. The reactants are: [CH2:1]([O:5][C:6]1[CH:11]=[CH:10][C:9]([C:12]2[N:17]=[C:16]([CH:18]=O)[CH:15]=[CH:14][CH:13]=2)=[CH:8][C:7]=1[Cl:20])[CH2:2][CH2:3][CH3:4].[NH2:21][C@@H:22]([CH2:26][OH:27])[CH:23]([CH3:25])[CH3:24].C(O)(=O)C.C([BH3-])#N. (3) The reactants are: [O:1]1[CH2:6][CH2:5][N:4]([C:7]2[C:16]3[C:11](=[CH:12][CH:13]=[CH:14][CH:15]=3)[C:10](=[O:17])[NH:9][N:8]=2)[CH2:3][CH2:2]1.CC([O-])(C)C.[K+].C1(P(O[NH2:39])(C2C=CC=CC=2)=O)C=CC=CC=1. Given the product [NH2:39][N:9]1[N:8]=[C:7]([N:4]2[CH2:5][CH2:6][O:1][CH2:2][CH2:3]2)[C:16]2[C:11](=[CH:12][CH:13]=[CH:14][CH:15]=2)[C:10]1=[O:17], predict the reactants needed to synthesize it.